From a dataset of Reaction yield outcomes from USPTO patents with 853,638 reactions. Predict the reaction yield, written as a fraction of the theoretical maximum amount of product (1.0 means a 100% yield; for example, 0.34 means a 34% yield). (1) The reactants are C[O:2][CH:3](OC)[CH2:4][CH2:5][CH2:6][N:7]1[CH2:11][CH2:10][N:9]([OH:12])[C:8]1=[O:13].Cl.C([O-])([O-])=O.[Na+].[Na+]. The catalyst is C1COCC1. The product is [OH:12][N:9]1[CH2:10][CH2:11][N:7]([CH2:6][CH2:5][CH2:4][CH:3]=[O:2])[C:8]1=[O:13]. The yield is 0.510. (2) The catalyst is CN(C=O)C. The reactants are [H-].[Na+].[CH3:3][O:4][C:5]([C:7]1[C:15]2[C:10](=[N:11][CH:12]=[C:13]([Cl:16])[CH:14]=2)[N:9]([S:17]([C:20]2[CH:25]=[CH:24][CH:23]=[CH:22][CH:21]=2)(=[O:19])=[O:18])[C:8]=1[CH2:26]Br)=[O:6].[C:28]([CH2:30][NH:31][S:32]([C:35]1[CH:40]=[CH:39][C:38]([CH3:41])=[CH:37][CH:36]=1)(=[O:34])=[O:33])#[N:29].Cl. The product is [CH3:3][O:4][C:5]([C:7]1[C:15]2[C:10](=[N:11][CH:12]=[C:13]([Cl:16])[CH:14]=2)[N:9]([S:17]([C:20]2[CH:25]=[CH:24][CH:23]=[CH:22][CH:21]=2)(=[O:19])=[O:18])[C:8]=1[CH2:26][N:31]([CH2:30][C:28]#[N:29])[S:32]([C:35]1[CH:36]=[CH:37][C:38]([CH3:41])=[CH:39][CH:40]=1)(=[O:34])=[O:33])=[O:6]. The yield is 0.750. (3) The reactants are [NH2:1]C1N=C(NC2CCN(S(C3C=NC(Cl)=CC=3)(=O)=O)CC2)SC=1[C:7]([C:9]1C=CC=CC=1)=[O:8].Cl.CN(C)CCS.[CH3:39][C:40](C)([O-:42])C.[K+]. The catalyst is CS(C)=O.CCOC(C)=O. The product is [NH4+:1].[OH-:8].[CH3:40][OH:42].[CH3:39][CH2:40][O:42][C:7]([CH3:9])=[O:8]. The yield is 0.580. (4) The reactants are [C:1]([O:5][C:6]([N:8]1[CH2:12][CH2:11][CH:10]([OH:13])[CH2:9]1)=[O:7])([CH3:4])([CH3:3])[CH3:2].[H-].[Na+].Cl[C:17]1[N:22]=[CH:21][N:20]=[C:19]2[N:23]([C:26]3[CH:31]=[CH:30][C:29]([S:32]([CH3:35])(=[O:34])=[O:33])=[CH:28][C:27]=3[F:36])[N:24]=[CH:25][C:18]=12. The catalyst is C1COCC1. The product is [C:1]([O:5][C:6]([N:8]1[CH2:12][CH2:11][CH:10]([O:13][C:17]2[N:22]=[CH:21][N:20]=[C:19]3[N:23]([C:26]4[CH:31]=[CH:30][C:29]([S:32]([CH3:35])(=[O:34])=[O:33])=[CH:28][C:27]=4[F:36])[N:24]=[CH:25][C:18]=23)[CH2:9]1)=[O:7])([CH3:4])([CH3:2])[CH3:3]. The yield is 0.450. (5) The reactants are [CH2:1]([O:3][C:4]([N:6]1[C:15]2[C:10](=[CH:11][C:12]([CH3:17])=[C:13]([CH3:16])[CH:14]=2)[NH:9][CH2:8][CH:7]1[CH2:18][CH3:19])=[O:5])[CH3:2].[F:20][C:21]([F:35])([F:34])[C:22]1[CH:23]=[C:24]([CH:27]=[C:28]([C:30]([F:33])([F:32])[F:31])[CH:29]=1)[CH2:25]Br.C(N(CC)CC)C.[I-].[K+]. The catalyst is C(#N)C. The product is [CH2:1]([O:3][C:4]([N:6]1[C:15]2[C:10](=[CH:11][C:12]([CH3:17])=[C:13]([CH3:16])[CH:14]=2)[N:9]([CH2:25][C:24]2[CH:27]=[C:28]([C:30]([F:32])([F:33])[F:31])[CH:29]=[C:22]([C:21]([F:20])([F:34])[F:35])[CH:23]=2)[CH2:8][CH:7]1[CH2:18][CH3:19])=[O:5])[CH3:2]. The yield is 0.0500.